Dataset: Forward reaction prediction with 1.9M reactions from USPTO patents (1976-2016). Task: Predict the product of the given reaction. (1) Given the reactants C([Li])CCC.Br[C:7]1[CH:12]=[CH:11][C:10]([Si:13]([CH3:16])([CH3:15])[CH3:14])=[C:9]([F:17])[CH:8]=1.C(O[B:22]1[O:26][C:25]([CH3:28])([CH3:27])[C:24]([CH3:30])([CH3:29])[O:23]1)(C)C.C(=O)=O.CC(C)=O.Cl, predict the reaction product. The product is: [F:17][C:9]1[CH:8]=[C:7]([B:22]2[O:26][C:25]([CH3:28])([CH3:27])[C:24]([CH3:30])([CH3:29])[O:23]2)[CH:12]=[CH:11][C:10]=1[Si:13]([CH3:16])([CH3:15])[CH3:14]. (2) Given the reactants C([O:4][C:5]1[C:14]([CH3:15])=[C:13]2[C:8]([C:9]([CH3:19])=[C:10]([CH2:17]Br)[C:11](=[O:16])[O:12]2)=[CH:7][CH:6]=1)(=O)C.[CH3:20][OH:21], predict the reaction product. The product is: [CH3:19][C:9]1[C:8]2[C:13](=[C:14]([CH3:15])[C:5]([OH:4])=[CH:6][CH:7]=2)[O:12][C:11](=[O:16])[C:10]=1[CH2:17][O:21][CH3:20]. (3) Given the reactants COC1C=CC(C2CCC3C(=CC=C(OC)C=3)C2)=C(N2CC3C(=CC=C(O)C=3)C2)C=1.Cl.ClCCN1CCCCCC1.[N:42]1([CH2:49][CH2:50][O:51][C:52]2[CH:53]=[C:54]3[C:58](=[CH:59][CH:60]=2)[CH2:57][N:56]([C:61]2[CH:66]=[C:65]([O:67]C)[CH:64]=[CH:63][C:62]=2[CH:69]2[CH2:78][CH2:77][C:76]4[C:71](=[CH:72][CH:73]=[C:74]([O:79]C)[CH:75]=4)[CH2:70]2)[CH2:55]3)[CH2:48][CH2:47][CH2:46][CH2:45][CH2:44][CH2:43]1, predict the reaction product. The product is: [N:42]1([CH2:49][CH2:50][O:51][C:52]2[CH:53]=[C:54]3[C:58](=[CH:59][CH:60]=2)[CH2:57][N:56]([C:61]2[CH:66]=[C:65]([OH:67])[CH:64]=[CH:63][C:62]=2[CH:69]2[CH2:78][CH2:77][C:76]4[CH:75]=[C:74]([OH:79])[CH:73]=[CH:72][C:71]=4[CH2:70]2)[CH2:55]3)[CH2:48][CH2:47][CH2:46][CH2:45][CH2:44][CH2:43]1. (4) Given the reactants [C:1]([N:5]1[C:10](=[O:11])[C:9]([Cl:12])=[C:8](Cl)[CH:7]=[N:6]1)([CH3:4])([CH3:3])[CH3:2].[OH:14][CH2:15][C:16]1[CH:21]=[CH:20][C:19]([C:22]([OH:25])([CH3:24])[CH3:23])=[CH:18][CH:17]=1.C(=O)([O-])[O-].[Cs+].[Cs+], predict the reaction product. The product is: [C:1]([N:5]1[C:10](=[O:11])[C:9]([Cl:12])=[C:8]([O:14][CH2:15][C:16]2[CH:21]=[CH:20][C:19]([C:22]([OH:25])([CH3:23])[CH3:24])=[CH:18][CH:17]=2)[CH:7]=[N:6]1)([CH3:4])([CH3:3])[CH3:2].